Dataset: Retrosynthesis with 50K atom-mapped reactions and 10 reaction types from USPTO. Task: Predict the reactants needed to synthesize the given product. (1) The reactants are: Nc1cc([N+](=O)[O-])ccc1Cl.O=C(OC(=O)C(F)(F)F)C(F)(F)F. Given the product O=C(Nc1cc([N+](=O)[O-])ccc1Cl)C(F)(F)F, predict the reactants needed to synthesize it. (2) Given the product Clc1ccnc2cc(-c3ncccn3)sc12, predict the reactants needed to synthesize it. The reactants are: Brc1ncccn1.C[Sn](C)(C)c1cc2nccc(Cl)c2s1. (3) Given the product COC(=O)c1cnc(N2CCc3[nH]c4cc(-c5cccc(C=O)c5)ccc4c3C2)nc1, predict the reactants needed to synthesize it. The reactants are: COC(=O)c1cnc(N2CCc3[nH]c4cc(Br)ccc4c3C2)nc1.O=Cc1cccc(B(O)O)c1. (4) Given the product COC(=O)Nc1ccc(N)c([N+](=O)[O-])c1, predict the reactants needed to synthesize it. The reactants are: COC(=O)Cl.Nc1ccc(N)c([N+](=O)[O-])c1. (5) Given the product C[C@H]1COCCN1c1cc(CS(C)(=O)=O)nc(-c2ccc(N)cc2)n1, predict the reactants needed to synthesize it. The reactants are: C[C@H]1COCCN1c1cc(CS(C)(=O)=O)nc(-c2ccc(NC(=O)OC(C)(C)C)cc2)n1. (6) The reactants are: CCOC(=O)CC(=O)c1ccccc1.COc1cccc(N)c1. Given the product COc1ccc2c(O)cc(-c3ccccc3)nc2c1, predict the reactants needed to synthesize it. (7) Given the product CN(C)C(=O)c1cc(OCc2ccccc2)c(F)cc1N, predict the reactants needed to synthesize it. The reactants are: CN(C)C(=O)c1cc(OCc2ccccc2)c(F)cc1[N+](=O)[O-]. (8) Given the product CCc1nn2ccccc2c1NCC1CCOCC1, predict the reactants needed to synthesize it. The reactants are: CCc1nn2ccccc2c1N(CC1CCOCC1)C(=O)OC(C)(C)C. (9) Given the product CN(C)S(=O)(=O)c1ccc2c(c1)CN(C(=O)C(F)(F)F)CC2, predict the reactants needed to synthesize it. The reactants are: CNC.O=C(N1CCc2ccc(S(=O)(=O)Cl)cc2C1)C(F)(F)F. (10) Given the product O=C(O)Cc1cccc(OCCNCCC2CCN(c3nc4ccc(Cl)cc4s3)C2)c1, predict the reactants needed to synthesize it. The reactants are: COC(=O)Cc1cccc(OCCNCCC2CCN(c3nc4ccc(Cl)cc4s3)C2)c1.